Dataset: Forward reaction prediction with 1.9M reactions from USPTO patents (1976-2016). Task: Predict the product of the given reaction. (1) Given the reactants F[C:2]1[CH:7]=[CH:6][C:5]([S:8]([CH3:11])(=[O:10])=[O:9])=[CH:4][C:3]=1[N+:12]([O-:14])=[O:13].Cl.[NH2:16][CH2:17][C:18]1([OH:23])[CH2:22][CH2:21][CH2:20][CH2:19]1, predict the reaction product. The product is: [CH3:11][S:8]([C:5]1[CH:6]=[CH:7][C:2]([NH:16][CH2:17][C:18]2([OH:23])[CH2:22][CH2:21][CH2:20][CH2:19]2)=[C:3]([N+:12]([O-:14])=[O:13])[CH:4]=1)(=[O:10])=[O:9]. (2) Given the reactants [CH3:1][O:2][C:3]1[CH:8]=[CH:7][C:6]([C:9]#[C:10][CH2:11][CH2:12][C:13]2[CH:18]=[CH:17][C:16]([CH2:19][C:20]([O:22][CH3:23])=[O:21])=[CH:15][CH:14]=2)=[CH:5][CH:4]=1, predict the reaction product. The product is: [CH3:1][O:2][C:3]1[CH:4]=[CH:5][C:6]([CH2:9][CH2:10][CH2:11][CH2:12][C:13]2[CH:14]=[CH:15][C:16]([CH2:19][C:20]([O:22][CH3:23])=[O:21])=[CH:17][CH:18]=2)=[CH:7][CH:8]=1. (3) Given the reactants [OH:1][C:2]1[CH:7]=[CH:6][C:5]([C:8]2[S:9][C:10]3[CH2:15][CH2:14][CH2:13][NH:12][C:11]=3[N:16]=2)=[CH:4][CH:3]=1.[H-].[Na+].CC1C=CC(S(O[C@H:30]2[CH2:33][C@@H:32]([N:34]3[CH2:39][CH2:38][CH2:37][CH2:36][CH2:35]3)[CH2:31]2)(=O)=O)=CC=1, predict the reaction product. The product is: [N:34]1([C@H:32]2[CH2:33][C@H:30]([O:1][C:2]3[CH:3]=[CH:4][C:5]([C:8]4[S:9][C:10]5[CH2:15][CH2:14][CH2:13][NH:12][C:11]=5[N:16]=4)=[CH:6][CH:7]=3)[CH2:31]2)[CH2:39][CH2:38][CH2:37][CH2:36][CH2:35]1. (4) Given the reactants [C:1]([C:5]1[CH:9]=[C:8]([NH:10][C:11]([NH:13][CH2:14][C:15]2[CH:20]=[C:19]([F:21])[CH:18]=[CH:17][C:16]=2[O:22][C:23]2[CH:24]=[C:25]3[C:29](=[CH:30][CH:31]=2)[N:28]([CH2:32][CH2:33][OH:34])[N:27]=[CH:26]3)=[O:12])[N:7]([C:35]2[CH:40]=[CH:39][C:38]([CH3:41])=[CH:37][CH:36]=2)[N:6]=1)([CH3:4])([CH3:3])[CH3:2].[ClH:42].O1CCOCC1, predict the reaction product. The product is: [ClH:42].[C:1]([C:5]1[CH:9]=[C:8]([NH:10][C:11]([NH:13][CH2:14][C:15]2[CH:20]=[C:19]([F:21])[CH:18]=[CH:17][C:16]=2[O:22][C:23]2[CH:24]=[C:25]3[C:29](=[CH:30][CH:31]=2)[N:28]([CH2:32][CH2:33][OH:34])[N:27]=[CH:26]3)=[O:12])[N:7]([C:35]2[CH:40]=[CH:39][C:38]([CH3:41])=[CH:37][CH:36]=2)[N:6]=1)([CH3:4])([CH3:3])[CH3:2]. (5) Given the reactants [Cl:1][C:2]1[S:6][C:5]([NH:7][C:8](=[O:23])[N:9]([C@H:16]2[CH2:21][CH2:20][C@H:19]([CH3:22])[CH2:18][CH2:17]2)[CH:10]2[CH2:15][CH2:14][NH:13][CH2:12][CH2:11]2)=[N:4][CH:3]=1.CCN(C(C)C)C(C)C.[CH3:33][N:34]([CH3:38])[C:35](Cl)=[O:36], predict the reaction product. The product is: [CH3:33][N:34]([CH3:38])[C:35]([N:13]1[CH2:12][CH2:11][CH:10]([N:9]([C@H:16]2[CH2:21][CH2:20][C@H:19]([CH3:22])[CH2:18][CH2:17]2)[C:8]([NH:7][C:5]2[S:6][C:2]([Cl:1])=[CH:3][N:4]=2)=[O:23])[CH2:15][CH2:14]1)=[O:36]. (6) Given the reactants C1COCC1.C(Cl)Cl.C([O:16][C:17]1[N:22]=[C:21]([N:23]2[CH2:28][CH2:27][CH:26]([N:29]3[CH2:35][CH2:34][C:33]4[CH:36]=[C:37]([O:40][CH3:41])[CH:38]=[CH:39][C:32]=4[NH:31][C:30]3=[O:42])[CH2:25][CH2:24]2)[CH:20]=[C:19]([C:43]([C:45]2[CH:55]=[C:54]([CH3:56])[C:48]3[N:49]([CH3:53])[C:50](=[O:52])[O:51][C:47]=3[CH:46]=2)=[O:44])[CH:18]=1)C1C=CC=CC=1, predict the reaction product. The product is: [CH3:53][N:49]1[C:48]2[C:54]([CH3:56])=[CH:55][C:45]([C:43]([C:19]3[CH:20]=[C:21]([N:23]4[CH2:28][CH2:27][CH:26]([N:29]5[CH2:35][CH2:34][C:33]6[CH:36]=[C:37]([O:40][CH3:41])[CH:38]=[CH:39][C:32]=6[NH:31][C:30]5=[O:42])[CH2:25][CH2:24]4)[NH:22][C:17](=[O:16])[CH:18]=3)=[O:44])=[CH:46][C:47]=2[O:51][C:50]1=[O:52].